From a dataset of Forward reaction prediction with 1.9M reactions from USPTO patents (1976-2016). Predict the product of the given reaction. (1) Given the reactants [N:1]1[C:10]2[C:5](=[CH:6][CH:7]=[CH:8][CH:9]=2)[CH:4]=[C:3]([N:11]2[CH2:16][CH2:15][CH:14]([C:17]([OH:19])=O)[CH2:13][CH2:12]2)[CH:2]=1.BrC1C=NC2C(C=1)=CC=CC=2.[NH:31]1[C:35]2=[N:36][CH:37]=[CH:38][CH:39]=[C:34]2[C:33]([NH2:40])=[CH:32]1, predict the reaction product. The product is: [NH:31]1[C:35]2=[N:36][CH:37]=[CH:38][CH:39]=[C:34]2[C:33]([NH:40][C:17]([CH:14]2[CH2:13][CH2:12][N:11]([C:3]3[CH:2]=[N:1][C:10]4[C:5]([CH:4]=3)=[CH:6][CH:7]=[CH:8][CH:9]=4)[CH2:16][CH2:15]2)=[O:19])=[CH:32]1. (2) Given the reactants Br[C:2]1[C:7]([O:8][CH3:9])=[CH:6][C:5]2[O:10][CH2:11][C:12]3[C:16]([C:17]([O:19][CH2:20][CH3:21])=[O:18])=[N:15][N:14]([C:22]4[CH:26]=[CH:25][S:24][CH:23]=4)[C:13]=3[C:4]=2[CH:3]=1.[C:27]([Cu])#[N:28], predict the reaction product. The product is: [C:27]([C:2]1[C:7]([O:8][CH3:9])=[CH:6][C:5]2[O:10][CH2:11][C:12]3[C:16]([C:17]([O:19][CH2:20][CH3:21])=[O:18])=[N:15][N:14]([C:22]4[CH:26]=[CH:25][S:24][CH:23]=4)[C:13]=3[C:4]=2[CH:3]=1)#[N:28]. (3) Given the reactants [CH:1]1([CH2:4][NH:5][C:6]2[CH:30]=[CH:29][C:9]([O:10][C:11]3[CH:12]=[C:13]([CH:22]=[C:23]([O:25][CH:26]([CH3:28])[CH3:27])[CH:24]=3)[C:14]([NH:16][C:17]3[S:18][CH:19]=[CH:20][N:21]=3)=[O:15])=[CH:8][CH:7]=2)[CH2:3][CH2:2]1.[CH3:31][N:32]([CH3:36])[C:33](Cl)=[O:34].Cl.[OH-].[Na+], predict the reaction product. The product is: [CH:1]1([CH2:4][N:5]([C:33](=[O:34])[N:32]([CH3:36])[CH3:31])[C:6]2[CH:30]=[CH:29][C:9]([O:10][C:11]3[CH:12]=[C:13]([CH:22]=[C:23]([O:25][CH:26]([CH3:27])[CH3:28])[CH:24]=3)[C:14]([NH:16][C:17]3[S:18][CH:19]=[CH:20][N:21]=3)=[O:15])=[CH:8][CH:7]=2)[CH2:3][CH2:2]1. (4) Given the reactants [CH2:1]([O:3][C:4]([C:6]1[C:14]2[C:9](=[CH:10][CH:11]=[C:12]([O:15][C:16]3[CH:21]=[CH:20][C:19]([C:22]([F:25])([F:24])[F:23])=[CH:18][N:17]=3)[CH:13]=2)[N:8]([C:26]2[CH:31]=[CH:30][C:29]([O:32][CH:33]([CH3:35])[CH3:34])=[CH:28][CH:27]=2)[C:7]=1[CH2:36][C:37]([O:39]CC)=[O:38])=[O:5])[CH3:2].[OH-].[Na+].CCO, predict the reaction product. The product is: [CH2:1]([O:3][C:4]([C:6]1[C:14]2[C:9](=[CH:10][CH:11]=[C:12]([O:15][C:16]3[CH:21]=[CH:20][C:19]([C:22]([F:24])([F:23])[F:25])=[CH:18][N:17]=3)[CH:13]=2)[N:8]([C:26]2[CH:27]=[CH:28][C:29]([O:32][CH:33]([CH3:35])[CH3:34])=[CH:30][CH:31]=2)[C:7]=1[CH2:36][C:37]([OH:39])=[O:38])=[O:5])[CH3:2].